Predict the product of the given reaction. From a dataset of Forward reaction prediction with 1.9M reactions from USPTO patents (1976-2016). (1) Given the reactants [CH2:1]=O.[NH2:3][C@@H:4]([C:7]([OH:9])=[O:8])[CH2:5][OH:6].[Cl:10][C:11]1[CH:16]=[CH:15][C:14]([N:17]=[C:18]=[O:19])=[CH:13][CH:12]=1, predict the reaction product. The product is: [Cl:10][C:11]1[CH:16]=[CH:15][C:14]([NH:17][C:18]([N:3]2[C@@H:4]([C:7]([OH:9])=[O:8])[CH2:5][O:6][CH2:1]2)=[O:19])=[CH:13][CH:12]=1. (2) Given the reactants [CH3:1][CH:2]([C:4]1[CH:9]=[CH:8][C:7]([CH:10]2[CH2:15][NH:14][CH2:13][CH:12]([C:16]([O:18][CH2:19][CH3:20])=[O:17])[CH2:11]2)=[CH:6][CH:5]=1)[CH3:3].C(N(CC)CC)C.[CH:28]1([C:33](Cl)=[O:34])[CH2:32][CH2:31][CH2:30][CH2:29]1, predict the reaction product. The product is: [CH:28]1([C:33]([N:14]2[CH2:15][CH:10]([C:7]3[CH:6]=[CH:5][C:4]([CH:2]([CH3:1])[CH3:3])=[CH:9][CH:8]=3)[CH2:11][CH:12]([C:16]([O:18][CH2:19][CH3:20])=[O:17])[CH2:13]2)=[O:34])[CH2:32][CH2:31][CH2:30][CH2:29]1.